The task is: Predict the reaction yield, written as a fraction of the theoretical maximum amount of product (1.0 means a 100% yield; for example, 0.34 means a 34% yield).. This data is from Reaction yield outcomes from USPTO patents with 853,638 reactions. (1) The reactants are [Cl:1][C@H:2]1[C@H:6]([CH2:7][CH2:8][CH2:9][CH2:10][CH2:11][CH2:12][C:13]([O:15][CH2:16][CH2:17][CH3:18])=[O:14])[C@@H:5]([CH2:19][OH:20])[C@H:4]([O:21][CH:22]2[CH2:27][CH2:26][CH2:25][CH2:24][O:23]2)[CH2:3]1.C1C=C[NH+]=CC=1.[O-][Cr](Cl)(=O)=O.C([O-])(=O)C.[Na+]. The catalyst is ClCCl. The product is [Cl:1][C@H:2]1[C@H:6]([CH2:7][CH2:8][CH2:9][CH2:10][CH2:11][CH2:12][C:13]([O:15][CH2:16][CH2:17][CH3:18])=[O:14])[C@@H:5]([CH:19]=[O:20])[C@H:4]([O:21][CH:22]2[CH2:27][CH2:26][CH2:25][CH2:24][O:23]2)[CH2:3]1. The yield is 0.540. (2) The catalyst is C(Cl)Cl. The reactants are [NH2:1][C:2]1[S:3][C:4]([CH2:11][CH3:12])=[CH:5][C:6]=1[C:7]([O:9]C)=O.Cl[C:14](Cl)([O:16]C(=O)OC(Cl)(Cl)Cl)Cl.C(N(CC)CC)C.[CH3:32][O:33][C:34]1[CH:35]=[C:36]([CH2:42][CH2:43][NH2:44])[CH:37]=[CH:38][C:39]=1[O:40][CH3:41]. The product is [CH3:32][O:33][C:34]1[CH:35]=[C:36]([CH2:42][CH2:43][N:44]2[C:7](=[O:9])[C:6]3[CH:5]=[C:4]([CH2:11][CH3:12])[S:3][C:2]=3[NH:1][C:14]2=[O:16])[CH:37]=[CH:38][C:39]=1[O:40][CH3:41]. The yield is 0.950.